Dataset: CYP2C19 inhibition data for predicting drug metabolism from PubChem BioAssay. Task: Regression/Classification. Given a drug SMILES string, predict its absorption, distribution, metabolism, or excretion properties. Task type varies by dataset: regression for continuous measurements (e.g., permeability, clearance, half-life) or binary classification for categorical outcomes (e.g., BBB penetration, CYP inhibition). Dataset: cyp2c19_veith. (1) The compound is Cc1cc(CNC(=O)[C@@H]2C[C@H]2[C@@H](NP(=O)(c2ccccc2)c2ccccc2)c2ccccc2)nn1C. The result is 0 (non-inhibitor). (2) The compound is COc1ccc(NC(=O)N2CC[C@@]3(CCCN(C(=O)c4ccco4)C3)C2)cc1. The result is 0 (non-inhibitor).